Task: Predict the reaction yield, written as a fraction of the theoretical maximum amount of product (1.0 means a 100% yield; for example, 0.34 means a 34% yield).. Dataset: Reaction yield outcomes from USPTO patents with 853,638 reactions (1) The reactants are [C:1]([CH2:3][C:4]1[C:8]([C:9]([O:11][CH2:12][CH3:13])=[O:10])=[C:7](SC)[S:6][C:5]=1[C:16]([O:18]CC)=O)#[N:2].N.C(O)C. The catalyst is [Co].C(O)C. The product is [O:18]=[C:16]1[C:5]2[S:6][CH:7]=[C:8]([C:9]([O:11][CH2:12][CH3:13])=[O:10])[C:4]=2[CH2:3][CH2:1][NH:2]1. The yield is 0.340. (2) The reactants are [Cl:1][C:2]1[C:3]([O:12][C:13]2[CH:18]=[C:17]([OH:19])[CH:16]=[CH:15][C:14]=2/[CH:20]=[CH:21]/[C:22]([O:24][CH2:25][CH3:26])=[O:23])=[N:4][CH:5]=[C:6]([C:8]([F:11])([F:10])[F:9])[CH:7]=1.C(P(CCCC)CCCC)CCC.[CH:40]1([O:43][CH2:44][CH2:45]O)[CH2:42][CH2:41]1.N(C(N1CCCCC1)=O)=NC(N1CCCCC1)=O. The catalyst is O1CCCC1. The product is [Cl:1][C:2]1[C:3]([O:12][C:13]2[CH:18]=[C:17]([O:19][CH2:45][CH2:44][O:43][CH:40]3[CH2:42][CH2:41]3)[CH:16]=[CH:15][C:14]=2/[CH:20]=[CH:21]/[C:22]([O:24][CH2:25][CH3:26])=[O:23])=[N:4][CH:5]=[C:6]([C:8]([F:9])([F:11])[F:10])[CH:7]=1. The yield is 0.720. (3) The reactants are [I:1]I.[Cl:3][C:4]1[CH:5]=[CH:6][C:7]([NH2:10])=[N:8][CH:9]=1. The catalyst is C(O)C.S([O-])([O-])(=O)=O.[Ag+2]. The product is [Cl:3][C:4]1[CH:5]=[C:6]([I:1])[C:7]([NH2:10])=[N:8][CH:9]=1. The yield is 0.640. (4) The reactants are Cl.Cl[CH2:3][C:4]1[N:5]=[C:6]([CH2:9][N:10]2[CH2:15][CH2:14][O:13][CH2:12][CH2:11]2)[S:7][CH:8]=1.[Cl:16][C:17]1[CH:18]=[C:19]([NH:24][C:25]2[C:34]3[C:29](=[CH:30][C:31]([OH:37])=[C:32]([O:35][CH3:36])[CH:33]=3)[N:28]=[CH:27][N:26]=2)[CH:20]=[CH:21][C:22]=1[Cl:23].C(=O)([O-])[O-].[K+].[K+]. The catalyst is CN(C=O)C. The product is [Cl:16][C:17]1[CH:18]=[C:19]([NH:24][C:25]2[C:34]3[C:29](=[CH:30][C:31]([O:37][CH2:3][C:4]4[N:5]=[C:6]([CH2:9][N:10]5[CH2:15][CH2:14][O:13][CH2:12][CH2:11]5)[S:7][CH:8]=4)=[C:32]([O:35][CH3:36])[CH:33]=3)[N:28]=[CH:27][N:26]=2)[CH:20]=[CH:21][C:22]=1[Cl:23]. The yield is 0.540. (5) The reactants are C(=O)([O-])[O-].[K+].[K+].[CH2:7]([N:9]=[C:10]=[O:11])[CH3:8].[Cl:12][C:13]1[CH:18]=[C:17]([C:19]([F:22])([F:21])[F:20])[CH:16]=[C:15]([Cl:23])[C:14]=1[O:24][C:25]1[CH:29]=[C:28]([CH3:30])[NH:27][N:26]=1.Cl. The catalyst is C(OCC)(=O)C. The product is [CH2:7]([NH:9][C:10]([N:27]1[C:28]([CH3:30])=[CH:29][C:25]([O:24][C:14]2[C:15]([Cl:23])=[CH:16][C:17]([C:19]([F:22])([F:20])[F:21])=[CH:18][C:13]=2[Cl:12])=[N:26]1)=[O:11])[CH3:8]. The yield is 0.628. (6) The reactants are Cl[C@@H:2]([CH:9]1[CH2:13][CH2:12][CH2:11][O:10]1)[C:3]1[CH:8]=[CH:7][CH:6]=[CH:5][N:4]=1.[NH:14]1[CH2:19][CH2:18][NH:17][CH2:16][CH2:15]1.C(=O)([O-])[O-].[K+].[K+]. The catalyst is CN(C=O)C.O. The product is [N:4]1[CH:5]=[CH:6][CH:7]=[CH:8][C:3]=1[C@H:2]([CH:9]1[CH2:13][CH2:12][CH2:11][O:10]1)[N:14]1[CH2:19][CH2:18][NH:17][CH2:16][CH2:15]1. The yield is 0.780. (7) The reactants are [CH3:1][O:2][C:3]1[CH:4]=[C:5]([CH:11]2[CH2:16][CH2:15][N:14]([C:17]3[C:18]([CH3:38])=[C:19]([CH3:37])[C:20]4[O:24][C:23]([CH3:26])([CH3:25])[C:22]([C:28]5[CH:33]=[CH:32][C:31]([CH3:34])=[CH:30][CH:29]=5)(O)[C:21]=4[C:35]=3[CH3:36])[CH2:13][CH2:12]2)[CH:6]=[CH:7][C:8]=1[O:9][CH3:10]. The catalyst is CCCCCC.CO. The product is [CH3:1][O:2][C:3]1[CH:4]=[C:5]([CH:11]2[CH2:12][CH2:13][N:14]([C:17]3[C:18]([CH3:38])=[C:19]([CH3:37])[C:20]4[O:24][C:23]([CH3:26])([CH3:25])[CH:22]([C:28]5[CH:33]=[CH:32][C:31]([CH3:34])=[CH:30][CH:29]=5)[C:21]=4[C:35]=3[CH3:36])[CH2:15][CH2:16]2)[CH:6]=[CH:7][C:8]=1[O:9][CH3:10]. The yield is 0.510.